This data is from NCI-60 drug combinations with 297,098 pairs across 59 cell lines. The task is: Regression. Given two drug SMILES strings and cell line genomic features, predict the synergy score measuring deviation from expected non-interaction effect. Drug 1: CCN(CC)CCNC(=O)C1=C(NC(=C1C)C=C2C3=C(C=CC(=C3)F)NC2=O)C. Drug 2: CC12CCC3C(C1CCC2OP(=O)(O)O)CCC4=C3C=CC(=C4)OC(=O)N(CCCl)CCCl.[Na+]. Cell line: CAKI-1. Synergy scores: CSS=-1.32, Synergy_ZIP=-3.91, Synergy_Bliss=-6.33, Synergy_Loewe=-16.3, Synergy_HSA=-8.83.